This data is from Catalyst prediction with 721,799 reactions and 888 catalyst types from USPTO. The task is: Predict which catalyst facilitates the given reaction. (1) Reactant: [CH3:1][CH:2]([CH3:57])[CH2:3][N:4]([O:37]C(C1C=CC=CC=1)(C1C=CC=CC=1)C1C=CC=CC=1)[C:5](=[O:36])[C@@H:6]([N:30]1[CH2:35][CH2:34][O:33][CH2:32][CH2:31]1)[CH2:7][N:8]([C:13]1[CH:18]=[CH:17][C:16]([O:19][C:20]2[CH:25]=[CH:24][C:23]([C:26]([F:29])([F:28])[F:27])=[CH:22][CH:21]=2)=[CH:15][CH:14]=1)[S:9]([CH3:12])(=[O:11])=[O:10].FC(F)(F)C(O)=O.O.CCOCC.O. Product: [OH:37][N:4]([CH2:3][CH:2]([CH3:57])[CH3:1])[C:5](=[O:36])[C@@H:6]([N:30]1[CH2:35][CH2:34][O:33][CH2:32][CH2:31]1)[CH2:7][N:8]([C:13]1[CH:14]=[CH:15][C:16]([O:19][C:20]2[CH:21]=[CH:22][C:23]([C:26]([F:27])([F:28])[F:29])=[CH:24][CH:25]=2)=[CH:17][CH:18]=1)[S:9]([CH3:12])(=[O:10])=[O:11]. The catalyst class is: 788. (2) Reactant: Br[C:2]1[C:27]([F:28])=[CH:26][C:5]([O:6][CH:7]2[CH2:11][CH2:10][N:9]([CH:12]3[CH2:17][CH2:16][N:15]([C:18]([O:20][C:21]([CH3:24])([CH3:23])[CH3:22])=[O:19])[CH2:14][CH2:13]3)[C:8]2=[O:25])=[C:4]([F:29])[CH:3]=1.N#N.[C@@H]1(N)CCCC[C@H]1N.[CH3:40][S:41]([O-:43])=[O:42].[Na+]. Product: [F:29][C:4]1[CH:3]=[C:2]([S:41]([CH3:40])(=[O:43])=[O:42])[C:27]([F:28])=[CH:26][C:5]=1[O:6][CH:7]1[CH2:11][CH2:10][N:9]([CH:12]2[CH2:17][CH2:16][N:15]([C:18]([O:20][C:21]([CH3:24])([CH3:23])[CH3:22])=[O:19])[CH2:14][CH2:13]2)[C:8]1=[O:25]. The catalyst class is: 58. (3) Reactant: C(N1CCN(C2C=CC(N)=CC=2)CC1)CC(C)C.[CH:19]1([N:25]2[CH2:30][CH2:29][N:28]([C:31]3[CH:36]=[CH:35][C:34]([N+:37]([O-])=O)=[CH:33][CH:32]=3)[CH2:27][CH2:26]2)[CH2:24][CH2:23][CH2:22][CH2:21][CH2:20]1. Product: [CH:19]1([N:25]2[CH2:26][CH2:27][N:28]([C:31]3[CH:32]=[CH:33][C:34]([NH2:37])=[CH:35][CH:36]=3)[CH2:29][CH2:30]2)[CH2:20][CH2:21][CH2:22][CH2:23][CH2:24]1. The catalyst class is: 45. (4) Reactant: [CH2:1]([N:3]1[C:12]2[C:7](=[CH:8][C:9]([NH:14][C:15]3C=[CH:19][C:18](OC)=[CH:17][C:16]=3[CH3:23])=[CH:10][C:11]=2[CH3:13])[C:6](=[O:24])[CH:5]([C:25]([O:27]C)=[O:26])[C:4]1=[O:29])[CH3:2].[OH-].[Na+].C(#[N:34])C. Product: [CH2:1]([N:3]1[C:12]2[C:7](=[CH:8][C:9]([NH:14][C:15]3[C:16]([CH3:23])=[CH:17][CH:18]=[CH:19][N:34]=3)=[CH:10][C:11]=2[CH3:13])[C:6](=[O:24])[CH:5]([C:25]([OH:27])=[O:26])[C:4]1=[O:29])[CH3:2]. The catalyst class is: 38. (5) Reactant: [C:1]1([C:7]2[CH:11]=[C:10]([CH2:12][CH2:13][CH:14]=O)[O:9][N:8]=2)[CH:6]=[CH:5][CH:4]=[CH:3][CH:2]=1.[CH3:16][O:17][C:18]1[CH:23]=[CH:22][CH:21]=[CH:20][C:19]=1[N:24]1[CH2:29][CH2:28][NH:27][CH2:26][CH2:25]1.[BH-](OC(C)=O)(OC(C)=O)OC(C)=O.[Na+]. Product: [CH3:16][O:17][C:18]1[CH:23]=[CH:22][CH:21]=[CH:20][C:19]=1[N:24]1[CH2:29][CH2:28][N:27]([CH2:14][CH2:13][CH2:12][C:10]2[O:9][N:8]=[C:7]([C:1]3[CH:2]=[CH:3][CH:4]=[CH:5][CH:6]=3)[CH:11]=2)[CH2:26][CH2:25]1. The catalyst class is: 2.